From a dataset of Reaction yield outcomes from USPTO patents with 853,638 reactions. Predict the reaction yield, written as a fraction of the theoretical maximum amount of product (1.0 means a 100% yield; for example, 0.34 means a 34% yield). (1) The reactants are [N:1]1[CH:6]=[CH:5][CH:4]=[CH:3][N:2]=1.[C:7]([O:12][CH2:13][CH3:14])(=[O:11])[C:8]#[C:9][CH3:10].Br[CH2:16][C:17]([O:19][C:20]([CH3:23])([CH3:22])[CH3:21])=[O:18].C(=O)([O-])[O-].[K+].[K+]. The catalyst is CS(C)=O. The product is [CH3:10][C:9]1[C:8]([C:7]([O:12][CH2:13][CH3:14])=[O:11])=[C:6]2[CH:5]=[CH:4][CH:3]=[N:2][N:1]2[C:16]=1[C:17]([O:19][C:20]([CH3:23])([CH3:22])[CH3:21])=[O:18]. The yield is 0.0820. (2) The reactants are C[N:2]1[C:6]([CH3:7])=[CH:5][C:4]([NH:8][C:9]2[C:10](=[O:25])[N:11]([CH3:24])[CH:12]=[C:13](B3OC(C)(C)C(C)(C)O3)[CH:14]=2)=[N:3]1.[C:26]([O:29][CH2:30][C:31]1[C:32]([N:40]2[CH2:51][CH2:50][N:49]3[C:42](=[CH:43][C:44]4[CH2:45][C:46]([CH3:53])([CH3:52])[CH2:47][C:48]=43)[C:41]2=[O:54])=[N:33][CH:34]=[CH:35][C:36]=1B(O)O)(=[O:28])[CH3:27].[O-]P([O-])([O-])=O.[K+].[K+].[K+].C([O-])(=O)C.[Na+]. The catalyst is C1C=CC(P(C2C=CC=CC=2)[C-]2C=CC=C2)=CC=1.C1C=CC(P(C2C=CC=CC=2)[C-]2C=CC=C2)=CC=1.Cl[Pd]Cl.[Fe+2].O.C(#N)C. The product is [C:26]([O:29][CH2:30][C:31]1[C:32]([N:40]2[CH2:51][CH2:50][N:49]3[C:42](=[CH:43][C:44]4[CH2:45][C:46]([CH3:53])([CH3:52])[CH2:47][C:48]=43)[C:41]2=[O:54])=[N:33][CH:34]=[CH:35][C:36]=1[C:13]1[CH:14]=[C:9]([NH:8][C:4]2[CH:5]=[C:6]([CH3:7])[NH:2][N:3]=2)[C:10](=[O:25])[N:11]([CH3:24])[CH:12]=1)(=[O:28])[CH3:27]. The yield is 0.380. (3) The reactants are [Cl:1][C:2]1[CH:3]=[C:4]2[C:9](=[CH:10][C:11]=1[O:12][C:13]1[CH:21]=[CH:20][C:16]([C:17](O)=[O:18])=[CH:15][CH:14]=1)[O:8][CH2:7][CH2:6][CH:5]2[C:22]([O:24][CH2:25][CH3:26])=[O:23].[Cl:27][C:28]1[CH:29]=[C:30]([CH2:35][CH2:36][NH2:37])[CH:31]=[C:32]([Cl:34])[CH:33]=1.Cl.CN(C)CCCN=C=NCC.ON1C2N=CC=CC=2N=N1.C(N(CC)C(C)C)(C)C. The catalyst is CN(C=O)C.C(Cl)Cl. The product is [Cl:1][C:2]1[CH:3]=[C:4]2[C:9](=[CH:10][C:11]=1[O:12][C:13]1[CH:21]=[CH:20][C:16]([C:17](=[O:18])[NH:37][CH2:36][CH2:35][C:30]3[CH:29]=[C:28]([Cl:27])[CH:33]=[C:32]([Cl:34])[CH:31]=3)=[CH:15][CH:14]=1)[O:8][CH2:7][CH2:6][CH:5]2[C:22]([O:24][CH2:25][CH3:26])=[O:23]. The yield is 0.968. (4) The reactants are Br[C:2]1[N:7]=[C:6]2[N:8]([CH2:11][C:12]3[CH:13]=[C:14]4[C:19](=[CH:20][CH:21]=3)[N:18]=[CH:17][CH:16]=[CH:15]4)[N:9]=[N:10][C:5]2=[N:4][CH:3]=1.C(N(CC)CC)C.[CH3:29][N:30]([CH3:34])[CH2:31][CH2:32][OH:33]. The catalyst is C(O)CCC. The product is [CH3:29][N:30]([CH3:34])[CH2:31][CH2:32][O:33][C:2]1[N:7]=[C:6]2[N:8]([CH2:11][C:12]3[CH:13]=[C:14]4[C:19](=[CH:20][CH:21]=3)[N:18]=[CH:17][CH:16]=[CH:15]4)[N:9]=[N:10][C:5]2=[N:4][CH:3]=1. The yield is 0.740. (5) The reactants are [NH:1]1[CH2:6][CH2:5][O:4][C@H:3]([CH2:7][OH:8])[CH2:2]1.[OH-].[Na+].[C:11]([O:15][C:16](O[C:16]([O:15][C:11]([CH3:14])([CH3:13])[CH3:12])=[O:17])=[O:17])([CH3:14])([CH3:13])[CH3:12]. The catalyst is C(Cl)Cl.O. The product is [C:11]([O:15][C:16]([N:1]1[CH2:6][CH2:5][O:4][C@H:3]([CH2:7][OH:8])[CH2:2]1)=[O:17])([CH3:14])([CH3:13])[CH3:12]. The yield is 0.710.